This data is from Full USPTO retrosynthesis dataset with 1.9M reactions from patents (1976-2016). The task is: Predict the reactants needed to synthesize the given product. (1) Given the product [CH3:65][N:66]1[C:69]2[C:70](=[CH:10][CH:11]=[CH:12][CH:13]=2)[C:68]([CH2:52][C@H:41]2[C:42](=[O:51])[NH:43][CH2:44][CH2:45][CH2:46][CH2:47][C:48](=[O:50])[NH:25][C@@H:26]([CH2:27][CH2:28][CH2:29][CH2:30][NH:31][C:32](=[O:38])[O:33][C:34]([CH3:35])([CH3:36])[CH3:37])[C:39](=[O:63])[NH:40]2)=[CH:67]1, predict the reactants needed to synthesize it. The reactants are: CN(C(ON1N=N[C:11]2[CH:12]=[CH:13]C=N[C:10]1=2)=[N+](C)C)C.F[P-](F)(F)(F)(F)F.[NH2:25][C@H:26]([C:39](=[O:63])[NH:40][C@@H:41]([CH2:52]C1C2C(=CC=CC=2)N(C)C=1)[C:42](=[O:51])[NH:43][CH2:44][CH2:45][CH2:46][CH2:47][C:48]([OH:50])=O)[CH2:27][CH2:28][CH2:29][CH2:30][NH:31][C:32](=[O:38])[O:33][C:34]([CH3:37])([CH3:36])[CH3:35].C[CH2:65][N:66]([CH2:69][CH3:70])[CH2:67][CH3:68]. (2) Given the product [CH3:4][C:2]([C:5]1[CH:10]=[CH:9][C:8]([S:11]([N-:14][C:15]2[C:16]([O:31][C:32]3[CH:33]=[CH:34][CH:35]=[CH:36][C:37]=3[O:38][CH3:39])=[C:17]([O:27][CH2:28][CH2:29][OH:30])[N:18]=[C:19]([C:21]3[N:26]=[CH:25][CH:24]=[CH:23][N:22]=3)[N:20]=2)(=[O:12])=[O:13])=[CH:7][CH:6]=1)([CH3:1])[CH3:3].[Na+:41], predict the reactants needed to synthesize it. The reactants are: [CH3:1][C:2]([C:5]1[CH:6]=[CH:7][C:8]([S:11]([NH:14][C:15]2[C:16]([O:31][C:32]3[CH:33]=[CH:34][CH:35]=[CH:36][C:37]=3[O:38][CH3:39])=[C:17]([O:27][CH2:28][CH2:29][OH:30])[N:18]=[C:19]([C:21]3[N:22]=[CH:23][CH:24]=[CH:25][N:26]=3)[N:20]=2)(=[O:13])=[O:12])=[CH:9][CH:10]=1)([CH3:4])[CH3:3].[OH-].[Na+:41]. (3) Given the product [N:1]([CH2:4][CH2:5][C:6]([CH3:18])([CH3:17])[CH2:7][CH2:8][OH:9])=[N+:2]=[N-:3], predict the reactants needed to synthesize it. The reactants are: [N:1]([CH2:4][CH2:5][C:6]([CH3:18])([CH3:17])[CH2:7][CH2:8][O:9][Si](C(C)(C)C)(C)C)=[N+:2]=[N-:3].CCCC[N+](CCCC)(CCCC)CCCC.[F-]. (4) The reactants are: [CH:1]([C:3]1[C:4]2[N:5]([CH:24]=[CH:25][N:26]=2)[C:6]([C:17]2[CH:22]=[CH:21][C:20]([CH3:23])=[CH:19][CH:18]=2)=[C:7]([C:9]2[CH:16]=[CH:15][C:12]([C:13]#[N:14])=[CH:11][CH:10]=2)[N:8]=1)=[O:2].[BH4-].[Na+]. Given the product [OH:2][CH2:1][C:3]1[C:4]2[N:5]([CH:24]=[CH:25][N:26]=2)[C:6]([C:17]2[CH:22]=[CH:21][C:20]([CH3:23])=[CH:19][CH:18]=2)=[C:7]([C:9]2[CH:10]=[CH:11][C:12]([C:13]#[N:14])=[CH:15][CH:16]=2)[N:8]=1, predict the reactants needed to synthesize it.